From a dataset of Catalyst prediction with 721,799 reactions and 888 catalyst types from USPTO. Predict which catalyst facilitates the given reaction. (1) Product: [F:26][C:22]1[CH:23]=[CH:24][CH:25]=[C:2]([F:1])[C:3]=1[CH2:4][O:5][C:6]1[C:7]2[N:8]([C:13]([C:17]([NH:28][NH2:29])=[O:19])=[C:14]([CH3:16])[N:15]=2)[CH:9]=[C:10]([CH3:12])[CH:11]=1. Reactant: [F:1][C:2]1[CH:25]=[CH:24][CH:23]=[C:22]([F:26])[C:3]=1[CH2:4][O:5][C:6]1[C:7]2[N:8]([C:13]([C:17]([O:19]CC)=O)=[C:14]([CH3:16])[N:15]=2)[CH:9]=[C:10]([CH3:12])[CH:11]=1.O.[NH2:28][NH2:29].O. The catalyst class is: 8. (2) Reactant: [NH2:1][C:2]1[C:3]([F:23])=[CH:4][C:5]([Cl:22])=[C:6]([C:8]2[C:9](=[O:21])[N:10]([CH2:19][CH3:20])[C:11]3[C:16]([CH:17]=2)=[CH:15][N:14]=[C:13](Cl)[CH:12]=3)[CH:7]=1.[CH3:24][N:25]1[CH2:29][CH2:28][CH:27]([NH2:30])[CH2:26]1.C1CCN2C(=NCCC2)CC1. Product: [NH2:1][C:2]1[C:3]([F:23])=[CH:4][C:5]([Cl:22])=[C:6]([C:8]2[C:9](=[O:21])[N:10]([CH2:19][CH3:20])[C:11]3[C:16]([CH:17]=2)=[CH:15][N:14]=[C:13]([NH:30][CH:27]2[CH2:28][CH2:29][N:25]([CH3:24])[CH2:26]2)[CH:12]=3)[CH:7]=1. The catalyst class is: 37. (3) Reactant: C[O:2][C:3](=[O:22])[C:4]1[CH:9]=[CH:8][CH:7]=[C:6]([C:10]2[O:14][N:13]=[C:12]([C:15]3[CH:20]=[CH:19][C:18]([F:21])=[CH:17][CH:16]=3)[N:11]=2)[CH:5]=1.[OH-].[Li+]. Product: [F:21][C:18]1[CH:17]=[CH:16][C:15]([C:12]2[N:11]=[C:10]([C:6]3[CH:5]=[C:4]([CH:9]=[CH:8][CH:7]=3)[C:3]([OH:22])=[O:2])[O:14][N:13]=2)=[CH:20][CH:19]=1. The catalyst class is: 12. (4) Reactant: [CH3:1][S:2]([C:5]1[CH:6]=[C:7]([C:11]2[S:15][C:14]([CH2:16][NH:17][S:18]([C:21]3[CH:26]=[CH:25][CH:24]=[CH:23][C:22]=3[C:27]([F:30])([F:29])[F:28])(=[O:20])=[O:19])=[CH:13][CH:12]=2)[CH:8]=[CH:9][CH:10]=1)(=[O:4])=[O:3].Br[CH2:32][CH:33]1[CH2:36][CH2:35][CH2:34]1.C(=O)([O-])[O-].[Cs+].[Cs+]. Product: [CH:33]1([CH2:32][N:17]([CH2:16][C:14]2[S:15][C:11]([C:7]3[CH:8]=[CH:9][CH:10]=[C:5]([S:2]([CH3:1])(=[O:3])=[O:4])[CH:6]=3)=[CH:12][CH:13]=2)[S:18]([C:21]2[CH:26]=[CH:25][CH:24]=[CH:23][C:22]=2[C:27]([F:30])([F:28])[F:29])(=[O:20])=[O:19])[CH2:36][CH2:35][CH2:34]1. The catalyst class is: 80. (5) Reactant: Br[C:2]1[C:7]2[C:8](=[O:24])[N:9]3[CH2:16][CH2:15][N:14]([C:17]([O:19][C:20]([CH3:23])([CH3:22])[CH3:21])=[O:18])[CH2:13][CH:10]3[CH2:11][O:12][C:6]=2[CH:5]=[CH:4][CH:3]=1.[CH:25]1(B(O)O)[CH2:27][CH2:26]1.C(=O)([O-])[O-].[K+].[K+].O. Product: [CH:25]1([C:2]2[C:7]3[C:8](=[O:24])[N:9]4[CH2:16][CH2:15][N:14]([C:17]([O:19][C:20]([CH3:23])([CH3:22])[CH3:21])=[O:18])[CH2:13][CH:10]4[CH2:11][O:12][C:6]=3[CH:5]=[CH:4][CH:3]=2)[CH2:27][CH2:26]1. The catalyst class is: 551. (6) Reactant: [Li+].[CH3:2][CH:3]([N-]C(C)C)C.[Cl:9][C:10]1[CH:15]=[CH:14][N:13]=[C:12]([CH3:16])[CH:11]=1.ICC. Product: [Cl:9][C:10]1[CH:15]=[CH:14][N:13]=[C:12]([CH2:16][CH2:2][CH3:3])[CH:11]=1. The catalyst class is: 220. (7) Reactant: [Br:1][C:2]1[CH:3]=[C:4]([N+:21]([O-:23])=[O:22])[C:5]([CH:8](C(OCC)=O)[C:9]([O:11][C:12](C)(C)[CH3:13])=[O:10])=[N:6][CH:7]=1.FC(F)(F)C(O)=O. Product: [Br:1][C:2]1[CH:3]=[C:4]([N+:21]([O-:23])=[O:22])[C:5]([CH2:8][C:9]([O:11][CH2:12][CH3:13])=[O:10])=[N:6][CH:7]=1. The catalyst class is: 11. (8) Reactant: [C:1]([C:4]1[C:12]2[C:7](=[CH:8][CH:9]=[C:10]([O:13][CH2:14][C:15]3[N:20]=[CH:19][CH:18]=[CH:17][N:16]=3)[CH:11]=2)[N:6]([CH2:21][C:22]([O:24]C)=[O:23])[N:5]=1)(=[O:3])[CH3:2].O[Li].O. The catalyst class is: 20. Product: [C:1]([C:4]1[C:12]2[C:7](=[CH:8][CH:9]=[C:10]([O:13][CH2:14][C:15]3[N:16]=[CH:17][CH:18]=[CH:19][N:20]=3)[CH:11]=2)[N:6]([CH2:21][C:22]([OH:24])=[O:23])[N:5]=1)(=[O:3])[CH3:2]. (9) Reactant: [CH3:1][O:2][C:3]1[CH:8]=[CH:7][N:6]([C:9]2[CH:14]=[CH:13][N:12]=[CH:11][C:10]=2[N+:15]([O-])=O)[C:5](=[O:18])[C:4]=1[C:19]#[N:20].[Cl-].[NH4+].C(O)C.C(=O)([O-])O.[Na+]. Product: [NH2:15][C:10]1[CH:11]=[N:12][CH:13]=[CH:14][C:9]=1[N:6]1[CH:7]=[CH:8][C:3]([O:2][CH3:1])=[C:4]([C:19]#[N:20])[C:5]1=[O:18]. The catalyst class is: 150.